From a dataset of Reaction yield outcomes from USPTO patents with 853,638 reactions. Predict the reaction yield, written as a fraction of the theoretical maximum amount of product (1.0 means a 100% yield; for example, 0.34 means a 34% yield). (1) The yield is 0.473. The reactants are Cl.[NH2:2][C:3]1[CH:4]=[C:5]2[C:9](=[CH:10][CH:11]=1)[NH:8][CH:7]=[CH:6]2.C(N(CC)CC)C.Cl[C:20]([O:22][CH3:23])=[O:21].OS(O)(=O)=O. The catalyst is C(Cl)Cl.O. The product is [CH3:23][O:22][C:20]([NH:2][C:3]1[CH:4]=[C:5]2[C:9](=[CH:10][CH:11]=1)[NH:8][CH:7]=[CH:6]2)=[O:21]. (2) The reactants are [CH3:1][O:2][CH:3]([O:10]C)[CH:4]([CH3:9])[C:5](OC)=O.[Br:12][C:13]1[CH:18]=[CH:17][C:16]([N+:19]([O-:21])=[O:20])=[CH:15][C:14]=1[NH2:22].CC1C=CC(S(O)(=O)=O)=CC=1. The catalyst is C1C=CC=CC=1. The product is [Br:12][C:13]1[CH:18]=[CH:17][C:16]([N+:19]([O-:21])=[O:20])=[CH:15][C:14]=1[NH:22][CH:5]=[C:4]([CH3:9])[C:3]([O:2][CH3:1])=[O:10]. The yield is 0.675. (3) The catalyst is C(Cl)Cl. The reactants are Cl.[NH:2]1[CH2:7][CH2:6][C:5]([CH2:14][CH2:15][C:16]([O:18][CH3:19])=[O:17])([CH2:8][CH2:9][C:10]([O:12][CH3:13])=[O:11])[CH2:4][CH2:3]1.[CH3:20][C:21]([O:24][C:25](O[C:25]([O:24][C:21]([CH3:23])([CH3:22])[CH3:20])=[O:26])=[O:26])([CH3:23])[CH3:22]. The product is [C:21]([O:24][C:25]([N:2]1[CH2:3][CH2:4][C:5]([CH2:8][CH2:9][C:10]([O:12][CH3:13])=[O:11])([CH2:14][CH2:15][C:16]([O:18][CH3:19])=[O:17])[CH2:6][CH2:7]1)=[O:26])([CH3:23])([CH3:22])[CH3:20]. The yield is 0.400. (4) The reactants are [BH4-].[Na+].[I:3][C:4]1[CH:9]=[C:8]([Si:10]([CH3:13])([CH3:12])[CH3:11])[N:7]=[C:6]([O:14][CH3:15])[C:5]=1[CH:16]=[O:17]. The catalyst is CCO. The product is [I:3][C:4]1[CH:9]=[C:8]([Si:10]([CH3:11])([CH3:13])[CH3:12])[N:7]=[C:6]([O:14][CH3:15])[C:5]=1[CH2:16][OH:17]. The yield is 0.780. (5) The reactants are [C:1]([O:5][C:6]([N:8]([CH3:10])[NH2:9])=[O:7])([CH3:4])([CH3:3])[CH3:2].[CH:11]([C:14]1[CH:19]=[CH:18][CH:17]=[CH:16][C:15]=1B(O)O)([CH3:13])[CH3:12].C(N(CC)CC)C. The catalyst is ClCCCl.C([O-])(=O)C.[Cu+2].C([O-])(=O)C. The product is [C:1]([O:5][C:6]([N:8]([CH3:10])[NH:9][C:16]1[CH:17]=[CH:18][CH:19]=[C:14]([CH:11]([CH3:13])[CH3:12])[CH:15]=1)=[O:7])([CH3:4])([CH3:3])[CH3:2]. The yield is 0.260. (6) The reactants are [CH3:1][C:2]1[N:3]=[C:4]([NH2:17])[S:5][C:6]=1[S:7]([N:10]1[CH2:15][CH2:14][N:13]([CH3:16])[CH2:12][CH2:11]1)(=[O:9])=[O:8].C1N=CN([C:23](N2C=NC=C2)=[O:24])C=1.[CH:30]1([NH:36][CH:37]2[CH2:42][CH2:41][CH2:40][CH2:39][CH2:38]2)[CH2:35][CH2:34][CH2:33][CH2:32][CH2:31]1.O. The catalyst is CN(C1C=CN=CC=1)C.ClC(Cl)C.C(Cl)Cl. The product is [CH:37]1([N:36]([CH:30]2[CH2:31][CH2:32][CH2:33][CH2:34][CH2:35]2)[C:23]([NH:17][C:4]2[S:5][C:6]([S:7]([N:10]3[CH2:15][CH2:14][N:13]([CH3:16])[CH2:12][CH2:11]3)(=[O:9])=[O:8])=[C:2]([CH3:1])[N:3]=2)=[O:24])[CH2:38][CH2:39][CH2:40][CH2:41][CH2:42]1. The yield is 0.0400. (7) The reactants are O[C:2]1[N:7]=[C:6]([C:8]2[S:9][CH:10]=[C:11]([C:13]([F:16])([F:15])[F:14])[N:12]=2)[NH:5][C:4]([O:18][CH3:19])(O)[CH:3]=1.C(N(CC)C1C=CC=CC=1)C.O=P(Cl)(Cl)[Cl:33]. No catalyst specified. The product is [Cl:33][C:2]1[CH:3]=[C:4]([O:18][CH3:19])[N:5]=[C:6]([C:8]2[S:9][CH:10]=[C:11]([C:13]([F:16])([F:15])[F:14])[N:12]=2)[N:7]=1. The yield is 0.450. (8) The reactants are [NH2:1][C:2]1[CH:7]=[CH:6][C:5]([Br:8])=[CH:4][C:3]=1[C:9](=[O:11])[CH3:10].[BH4-].[Na+]. The catalyst is CO. The product is [NH2:1][C:2]1[CH:7]=[CH:6][C:5]([Br:8])=[CH:4][C:3]=1[CH:9]([OH:11])[CH3:10]. The yield is 0.860.